From a dataset of Reaction yield outcomes from USPTO patents with 853,638 reactions. Predict the reaction yield, written as a fraction of the theoretical maximum amount of product (1.0 means a 100% yield; for example, 0.34 means a 34% yield). (1) The reactants are [N+:1]([C:4]1[C:5]([NH:13][C@H:14]2[CH2:19][CH2:18][C@H:17]([CH2:20][C:21]#[N:22])[CH2:16][CH2:15]2)=[C:6]2[S:12][CH:11]=[CH:10][C:7]2=[N:8][CH:9]=1)([O-])=O. The catalyst is [Pd].CO. The product is [NH2:1][C:4]1[C:5]([NH:13][C@H:14]2[CH2:15][CH2:16][C@H:17]([CH2:20][C:21]#[N:22])[CH2:18][CH2:19]2)=[C:6]2[S:12][CH:11]=[CH:10][C:7]2=[N:8][CH:9]=1. The yield is 0.860. (2) The reactants are Cl[C:2]1[S:6][N:5]=[C:4]([CH3:7])[N:3]=1.CN1[CH:13]=[CH:12][C:11]([NH2:14])=[N:10]1.[CH3:15][C:16]1(C)C2C(=C(P(C3C=CC=CC=3)C3C=CC=CC=3)C=CC=2)OC2C(P(C3C=CC=CC=3)C3C=CC=CC=3)=CC=CC1=2.C([O-])([O-])=O.[Cs+].[Cs+]. The catalyst is O1CCOCC1.C1C=CC(/C=C/C(/C=C/C2C=CC=CC=2)=O)=CC=1.C1C=CC(/C=C/C(/C=C/C2C=CC=CC=2)=O)=CC=1.C1C=CC(/C=C/C(/C=C/C2C=CC=CC=2)=O)=CC=1.[Pd].[Pd].O. The product is [CH3:7][C:4]1[N:3]=[C:2]([NH:14][C:11]2[CH:12]=[CH:13][CH:16]=[CH:15][N:10]=2)[S:6][N:5]=1. The yield is 0.680.